From a dataset of Catalyst prediction with 721,799 reactions and 888 catalyst types from USPTO. Predict which catalyst facilitates the given reaction. The catalyst class is: 12. Reactant: [Cl:1][C:2]1[CH:3]=[C:4]2[C:9](=[CH:10][CH:11]=1)[CH:8]=[C:7](C(O)=O)[CH:6]=[CH:5]2.C([N:17]([CH2:20]C)CC)C.C1C=CC(P(N=[N+]=[N-])(C2C=CC=CC=2)=[O:29])=CC=1.[CH2:39]([OH:41])[CH3:40]. Product: [CH2:39]([O:41][C:20](=[O:29])[NH:17][C:7]1[CH:6]=[CH:5][C:4]2[C:9](=[CH:10][CH:11]=[C:2]([Cl:1])[CH:3]=2)[CH:8]=1)[CH3:40].